This data is from NCI-60 drug combinations with 297,098 pairs across 59 cell lines. The task is: Regression. Given two drug SMILES strings and cell line genomic features, predict the synergy score measuring deviation from expected non-interaction effect. (1) Drug 1: C1=NNC2=C1C(=O)NC=N2. Drug 2: CN(C(=O)NC(C=O)C(C(C(CO)O)O)O)N=O. Cell line: A549. Synergy scores: CSS=-3.23, Synergy_ZIP=1.59, Synergy_Bliss=-2.03, Synergy_Loewe=-1.01, Synergy_HSA=-5.32. (2) Drug 1: CC1=C(C(=CC=C1)Cl)NC(=O)C2=CN=C(S2)NC3=CC(=NC(=N3)C)N4CCN(CC4)CCO. Drug 2: B(C(CC(C)C)NC(=O)C(CC1=CC=CC=C1)NC(=O)C2=NC=CN=C2)(O)O. Cell line: HOP-62. Synergy scores: CSS=53.3, Synergy_ZIP=-0.254, Synergy_Bliss=-1.12, Synergy_Loewe=-10.7, Synergy_HSA=-6.15. (3) Drug 1: C1CCN(CC1)CCOC2=CC=C(C=C2)C(=O)C3=C(SC4=C3C=CC(=C4)O)C5=CC=C(C=C5)O. Drug 2: CC1=C2C(C(=O)C3(C(CC4C(C3C(C(C2(C)C)(CC1OC(=O)C(C(C5=CC=CC=C5)NC(=O)OC(C)(C)C)O)O)OC(=O)C6=CC=CC=C6)(CO4)OC(=O)C)OC)C)OC. Cell line: T-47D. Synergy scores: CSS=29.3, Synergy_ZIP=-0.118, Synergy_Bliss=-0.636, Synergy_Loewe=-9.60, Synergy_HSA=4.41. (4) Drug 1: C1C(C(OC1N2C=NC3=C(N=C(N=C32)Cl)N)CO)O. Drug 2: CCC(=C(C1=CC=CC=C1)C2=CC=C(C=C2)OCCN(C)C)C3=CC=CC=C3.C(C(=O)O)C(CC(=O)O)(C(=O)O)O. Cell line: MDA-MB-231. Synergy scores: CSS=30.2, Synergy_ZIP=4.33, Synergy_Bliss=5.78, Synergy_Loewe=-30.6, Synergy_HSA=1.06. (5) Drug 2: CC1CCCC2(C(O2)CC(NC(=O)CC(C(C(=O)C(C1O)C)(C)C)O)C(=CC3=CSC(=N3)C)C)C. Drug 1: C1=NC2=C(N=C(N=C2N1C3C(C(C(O3)CO)O)O)F)N. Cell line: NCI/ADR-RES. Synergy scores: CSS=18.0, Synergy_ZIP=-4.94, Synergy_Bliss=-3.60, Synergy_Loewe=-3.34, Synergy_HSA=-3.27. (6) Drug 1: CCC1=CC2CC(C3=C(CN(C2)C1)C4=CC=CC=C4N3)(C5=C(C=C6C(=C5)C78CCN9C7C(C=CC9)(C(C(C8N6C)(C(=O)OC)O)OC(=O)C)CC)OC)C(=O)OC.C(C(C(=O)O)O)(C(=O)O)O. Drug 2: CN1C2=C(C=C(C=C2)N(CCCl)CCCl)N=C1CCCC(=O)O.Cl. Cell line: TK-10. Synergy scores: CSS=10.9, Synergy_ZIP=-7.47, Synergy_Bliss=-6.08, Synergy_Loewe=-33.9, Synergy_HSA=-6.62.